This data is from Full USPTO retrosynthesis dataset with 1.9M reactions from patents (1976-2016). The task is: Predict the reactants needed to synthesize the given product. (1) Given the product [CH3:1][CH2:2][C@H:3]1[O:18][C:16](=[O:17])[C@H:15]([CH3:19])[C@@H:14]([O:20][C@@H:21]2[O:26][C@@H:25]([CH3:27])[C@H:24]([OH:28])[C@@:23]([O:30][CH3:31])([CH3:29])[CH2:22]2)[C@H:13]([CH3:32])[C@@H:12]([O:33][C@@H:34]2[O:39][C@H:38]([CH3:40])[CH2:37][C@H:36]([N:41]([CH3:43])[CH3:42])[C@H:35]2[OH:44])[C@@:11]([OH:46])([CH3:45])[CH2:10][C@@H:9]([CH3:47])[CH2:8][N:7]([CH3:52])[C@H:6]([CH3:48])[C@@H:5]([OH:49])[C@@:4]1([OH:51])[CH3:50], predict the reactants needed to synthesize it. The reactants are: [CH3:1][CH2:2][C@H:3]1[O:18][C:16](=[O:17])[C@H:15]([CH3:19])[C@@H:14]([O:20][C@@H:21]2[O:26][C@@H:25]([CH3:27])[C@H:24]([OH:28])[C@@:23]([O:30][CH3:31])([CH3:29])[CH2:22]2)[C@H:13]([CH3:32])[C@@H:12]([O:33][C@@H:34]2[O:39][C@H:38]([CH3:40])[CH2:37][C@H:36]([N:41]([CH3:43])[CH3:42])[C@H:35]2[OH:44])[C@@:11]([OH:46])([CH3:45])[CH2:10][C@@H:9]([CH3:47])[CH2:8][NH:7][C@H:6]([CH3:48])[C@@H:5]([OH:49])[C@@:4]1([OH:51])[CH3:50].[CH:52](O)=O.C=O. (2) Given the product [Cl:17][C:18]1[C:23]([C:24]([F:25])([F:26])[F:27])=[C:22]([O:14][CH2:13][C:7]2([C:1]3[CH:6]=[CH:5][CH:4]=[CH:3][CH:2]=3)[CH2:12][CH2:11][CH2:10][CH2:9][CH2:8]2)[CH:21]=[CH:20][N:19]=1, predict the reactants needed to synthesize it. The reactants are: [C:1]1([C:7]2([CH2:13][OH:14])[CH2:12][CH2:11][CH2:10][CH2:9][CH2:8]2)[CH:6]=[CH:5][CH:4]=[CH:3][CH:2]=1.[H-].[Na+].[Cl:17][C:18]1[C:23]([C:24]([F:27])([F:26])[F:25])=[C:22](Cl)[CH:21]=[CH:20][N:19]=1. (3) Given the product [NH:31]1[C:1]([C:3]2[CH:8]=[C:7]([C@@H:9]([NH:12][C:13]([C:15]3[C:16]4[CH:23]=[N:22][N:21]([C:24]5[CH:25]=[CH:26][C:27]([F:30])=[CH:28][CH:29]=5)[C:17]=4[CH:18]=[N:19][CH:20]=3)=[O:14])[CH2:10][CH3:11])[CH:6]=[CH:5][N:4]=2)=[N:2][N:33]=[N:32]1, predict the reactants needed to synthesize it. The reactants are: [C:1]([C:3]1[CH:8]=[C:7]([C@@H:9]([NH:12][C:13]([C:15]2[C:16]3[CH:23]=[N:22][N:21]([C:24]4[CH:29]=[CH:28][C:27]([F:30])=[CH:26][CH:25]=4)[C:17]=3[CH:18]=[N:19][CH:20]=2)=[O:14])[CH2:10][CH3:11])[CH:6]=[CH:5][N:4]=1)#[N:2].[N-:31]=[N+:32]=[N-:33].[Na+].CN(C=O)C. (4) The reactants are: [CH:1]1([N:4]2[C:8]([C:9]([F:12])([F:11])[F:10])=[C:7](CC#N)[CH:6]=[N:5]2)[CH2:3][CH2:2]1.[OH-:16].[Na+].[CH3:18][CH2:19][OH:20]. Given the product [CH:1]1([N:4]2[C:8]([C:9]([F:12])([F:11])[F:10])=[C:7]([CH2:18][C:19]([OH:16])=[O:20])[CH:6]=[N:5]2)[CH2:3][CH2:2]1, predict the reactants needed to synthesize it.